From a dataset of Reaction yield outcomes from USPTO patents with 853,638 reactions. Predict the reaction yield, written as a fraction of the theoretical maximum amount of product (1.0 means a 100% yield; for example, 0.34 means a 34% yield). (1) The reactants are [NH2:1][C:2]1[CH:10]=[C:9]([F:11])[CH:8]=[CH:7][C:3]=1[C:4]([OH:6])=O.N1[CH:16]=[CH:15]N=C1.C(Cl)(=O)C.Cl.[NH2:22][CH:23]1[CH2:28][CH2:27][C:26](=[O:29])[NH:25][C:24]1=[O:30].P(OC1C=CC=CC=1)(OC1C=CC=CC=1)OC1C=CC=CC=1. The catalyst is C(#N)C.O. The product is [F:11][C:9]1[CH:10]=[C:2]2[C:3]([C:4](=[O:6])[N:22]([CH:23]3[CH2:28][CH2:27][C:26](=[O:29])[NH:25][C:24]3=[O:30])[C:15]([CH3:16])=[N:1]2)=[CH:7][CH:8]=1. The yield is 0.520. (2) The reactants are [Cl:1][C:2]1[CH:7]=[C:6](Cl)[N:5]=[C:4]([NH2:9])[N:3]=1.[CH3:10][O-:11].[Na+]. The catalyst is CO. The product is [Cl:1][C:2]1[CH:7]=[C:6]([O:11][CH3:10])[N:5]=[C:4]([NH2:9])[N:3]=1. The yield is 0.900.